From a dataset of Tyrosyl-DNA phosphodiesterase HTS with 341,365 compounds. Binary Classification. Given a drug SMILES string, predict its activity (active/inactive) in a high-throughput screening assay against a specified biological target. The compound is Clc1c(NS(=O)(=O)c2cc(ccc2)C(=O)NN\C=C2\c3c(N=C2)c(CC)ccc3)cccc1. The result is 0 (inactive).